Dataset: Peptide-MHC class I binding affinity with 185,985 pairs from IEDB/IMGT. Task: Regression. Given a peptide amino acid sequence and an MHC pseudo amino acid sequence, predict their binding affinity value. This is MHC class I binding data. (1) The peptide sequence is AGFTAGLSY. The MHC is HLA-A30:02 with pseudo-sequence HLA-A30:02. The binding affinity (normalized) is 0.537. (2) The peptide sequence is IIYVGCGER. The MHC is HLA-A29:02 with pseudo-sequence HLA-A29:02. The binding affinity (normalized) is 0.699.